This data is from Full USPTO retrosynthesis dataset with 1.9M reactions from patents (1976-2016). The task is: Predict the reactants needed to synthesize the given product. The reactants are: [CH2:1]([O:3][C:4]([C:6]1([CH3:27])[CH2:11][CH2:10][N:9]([C:12]2[CH2:26][C:15]3([CH2:18][N:17](C(OC(C)(C)C)=O)[CH2:16]3)[O:14][N:13]=2)[CH2:8][CH2:7]1)=[O:5])[CH3:2].[CH:28]1([C:31]2[C:36]([C:37]3[CH:42]=[CH:41][C:40]([F:43])=[CH:39][C:38]=3[F:44])=[C:35]([F:45])[C:34]([O:46][CH2:47][CH3:48])=[C:33]([CH:49]=O)[CH:32]=2)[CH2:30][CH2:29]1. Given the product [CH:28]1([C:31]2[C:36]([C:37]3[CH:42]=[CH:41][C:40]([F:43])=[CH:39][C:38]=3[F:44])=[C:35]([F:45])[C:34]([O:46][CH2:47][CH3:48])=[C:33]([CH2:49][N:17]3[CH2:16][C:15]4([CH2:26][C:12]([N:9]5[CH2:8][CH2:7][C:6]([CH3:27])([C:4]([O:3][CH2:1][CH3:2])=[O:5])[CH2:11][CH2:10]5)=[N:13][O:14]4)[CH2:18]3)[CH:32]=2)[CH2:30][CH2:29]1, predict the reactants needed to synthesize it.